This data is from Experimentally validated miRNA-target interactions with 360,000+ pairs, plus equal number of negative samples. The task is: Binary Classification. Given a miRNA mature sequence and a target amino acid sequence, predict their likelihood of interaction. (1) The miRNA is hsa-miR-129-5p with sequence CUUUUUGCGGUCUGGGCUUGC. The protein sequence of the target gene is MASSHTVLMRLVASAYSIAQKAGTIVRCVIAEGDLGIVQKTSATDLQTKADRLVQMSICSSLARKFPKLTIIGEEDLPPGEVDQELIEDGQWEEILKQPCPSQYSAIKEEDLVVWVDPLDGTKEYTEGLLDNVTVLIGIAYEGKAIAGIINQPYYNYQAGPDAALGRTIWGVLGLGAFGFQLKEAPAGKHIITTTRSHSNQLVTDCISAMNPDTVLRVGGAGNKIIQLIEGKASAYVFASPGCKKWDTCAPEVILHAVGGKLTDIHGNALQYNKEVKHMNSAGVLAALRNYEYYASHVPE.... Result: 0 (no interaction). (2) The miRNA is hsa-miR-186-5p with sequence CAAAGAAUUCUCCUUUUGGGCU. The protein sequence of the target gene is MAAAGGGAAAAAGRAYSFKVVLLGEGCVGKTSLVLRYCENKFNDKHITTLQASFLTKKLNIGGKRVNLAIWDTAGQERFHALGPIYYRDSNGAILVYDVTDEDSFQKVKNWVKELRKMLGNEICLCIVGNKIDLEKERHVSIQEAESYAESVGAKHYHTSAKQNKGIEELFLDLCKRMIETAQVDERAKGNGSSQAGAARRGVQIIDDEPQAQSSGGCCSSG. Result: 0 (no interaction). (3) The miRNA is hsa-miR-10b-3p with sequence ACAGAUUCGAUUCUAGGGGAAU. The protein sequence of the target gene is MAQAHIRGSPCPLLPPGRMSWPHGALLLLWLFSPPLRAGGGGVAVTSAAGGGSPPATSCPAACSCSNQASRVICTRRELAEVPASIPVNTRYLNLQENSIQVIRTDTFKHLRHLEILQLSKNLVRKIEVGAFNGLPSLNTLELFDNRLTTVPTQAFEYLSKLRELWLRNNPIESIPSYAFNRVPSLRRLDLGELKRLEYISEAAFEGLVNLRYLNLGMCNLKDIPNLTALVRLEELELSGNRLDLIRPGSFQGLTSLRKLWLMHAQVATIERNAFDDLKSLEELNLSHNNLMSLPHDLFT.... Result: 0 (no interaction). (4) The miRNA is hsa-miR-1-5p with sequence ACAUACUUCUUUAUAUGCCCAU. The protein sequence of the target gene is MSSLGASFVQIKFDDLQFFENCGGGSFGSVYRAKWISQDKEVAVKKLLKIEKEAEILSVLSHRNIIQFYGVILEPPNYGIVTEYASLGSLYDYINSNRSEEMDMEHIMTWATDVAKGMHYLHMEAPVKVIHRDLKSRNVVIAADGVLKICDFGASRFHNHTTHMSLVGTFPWMAPEVIQSLPVSETCDTYSYGVVLWEMLTREVPFKGLEGLQVAWLVVEKNERLTIPSSCPRSFAELLHQCWEADAKKRPSFKQIISILESMSNDTNLPDQCNSFLHNKAEWRCEIEATLERLKKLERD.... Result: 0 (no interaction).